This data is from Catalyst prediction with 721,799 reactions and 888 catalyst types from USPTO. The task is: Predict which catalyst facilitates the given reaction. (1) Reactant: [C:1]([C:3]1[CH:8]=[CH:7][C:6]([C:9]2([CH2:28][O:29][CH2:30][CH:31]=[CH2:32])[C:13](=[O:14])[N:12]([C:15]3[CH:22]=[CH:21][C:18]([C:19]#[N:20])=[C:17]([C:23]([F:26])([F:25])[F:24])[CH:16]=3)[C:11](=[O:27])[NH:10]2)=[CH:5][CH:4]=1)#[N:2].[C:33](=O)([O-])[O-].[K+].[K+].CI. Product: [C:1]([C:3]1[CH:8]=[CH:7][C:6]([C:9]2([CH2:28][O:29][CH2:30][CH:31]=[CH2:32])[C:13](=[O:14])[N:12]([C:15]3[CH:22]=[CH:21][C:18]([C:19]#[N:20])=[C:17]([C:23]([F:26])([F:24])[F:25])[CH:16]=3)[C:11](=[O:27])[N:10]2[CH3:33])=[CH:5][CH:4]=1)#[N:2]. The catalyst class is: 3. (2) Product: [CH2:26]([O:25][C:23]([N:11]1[CH2:10][CH:9]2[CH2:14][CH:13]([N:8]2[C:6]([O:5][C:1]([CH3:4])([CH3:2])[CH3:3])=[O:7])[CH2:12]1)=[O:24])[CH2:27][CH3:28]. Reactant: [C:1]([O:5][C:6]([N:8]1[CH:13]2[CH2:14][CH:9]1[CH2:10][NH:11][CH2:12]2)=[O:7])([CH3:4])([CH3:3])[CH3:2].C(N(CC)CC)C.Cl[C:23]([O:25][CH2:26][CH2:27][CH3:28])=[O:24]. The catalyst class is: 2.